Dataset: Forward reaction prediction with 1.9M reactions from USPTO patents (1976-2016). Task: Predict the product of the given reaction. (1) Given the reactants [F:1][C:2]([F:40])([F:39])[CH2:3][CH2:4][C@@H:5]([C:16](=[O:38])[NH:17][CH:18]1[C:24](=[O:25])[NH:23][C:22]2[CH:26]=[CH:27][C:28]([O:30][CH3:31])=[CH:29][C:21]=2[C:20]([C:32]2[CH:37]=[CH:36][CH:35]=[CH:34][CH:33]=2)=[N:19]1)[C@H:6]([CH2:10][CH2:11][C:12]([F:15])([F:14])[F:13])[C:7]([OH:9])=O.[Cl-].[NH4+].CC[N:45](C(C)C)C(C)C, predict the reaction product. The product is: [CH3:31][O:30][C:28]1[CH:27]=[CH:26][C:22]2[NH:23][C:24](=[O:25])[C@@H:18]([NH:17][C:16](=[O:38])[C@H:5]([CH2:4][CH2:3][C:2]([F:39])([F:1])[F:40])[C@H:6]([CH2:10][CH2:11][C:12]([F:15])([F:14])[F:13])[C:7]([NH2:45])=[O:9])[N:19]=[C:20]([C:32]3[CH:37]=[CH:36][CH:35]=[CH:34][CH:33]=3)[C:21]=2[CH:29]=1. (2) Given the reactants Cl.[CH2:2]([O:4][C:5]([C@H:7]1[CH2:10][C@@H:9]([NH2:11])[CH2:8]1)=[O:6])[CH3:3].C(N(CC)CC)C.[CH2:19]([C:23]1[CH:28]=[CH:27][C:26]([C:29]2[O:33][N:32]=[C:31]([C:34]3[CH:35]=[C:36]([CH:39]=[CH:40][CH:41]=3)[CH:37]=O)[N:30]=2)=[CH:25][CH:24]=1)[CH:20]([CH3:22])[CH3:21].C(O[BH-](OC(=O)C)OC(=O)C)(=O)C.[Na+], predict the reaction product. The product is: [CH2:2]([O:4][C:5]([C@H:7]1[CH2:10][C@@H:9]([NH:11][CH2:37][C:36]2[CH:39]=[CH:40][CH:41]=[C:34]([C:31]3[N:30]=[C:29]([C:26]4[CH:27]=[CH:28][C:23]([CH2:19][CH:20]([CH3:22])[CH3:21])=[CH:24][CH:25]=4)[O:33][N:32]=3)[CH:35]=2)[CH2:8]1)=[O:6])[CH3:3].